From a dataset of Catalyst prediction with 721,799 reactions and 888 catalyst types from USPTO. Predict which catalyst facilitates the given reaction. (1) Reactant: COC1C=CC(C(=O)C)=CC=1.[Si:12](Cl)([C:15]([CH3:18])([CH3:17])[CH3:16])([CH3:14])[CH3:13].[CH3:20][C:21]([C:23]1[CH:28]=[CH:27][C:26]([O:29][CH3:30])=[CH:25][C:24]=1[OH:31])=[O:22].C(N(CC)CC)C.CN(C1C=CC=CN=1)C. Product: [Si:12]([O:31][C:24]1[CH:25]=[C:26]([O:29][CH3:30])[CH:27]=[CH:28][C:23]=1[C:21](=[O:22])[CH3:20])([C:15]([CH3:18])([CH3:17])[CH3:16])([CH3:14])[CH3:13]. The catalyst class is: 4. (2) Reactant: [C:1]([O:4][CH:5]1[O:22][C@@H:21]([CH3:23])[C@@H:16]([O:17][C:18](=[O:20])[CH3:19])[C@@H:11]([O:12][C:13](=[O:15])[CH3:14])[C@@H:6]1[O:7][C:8](=[O:10])[CH3:9])(=O)[CH3:2].OCC[NH:27][C:28](=[O:37])[O:29][CH2:30][C:31]1[CH:36]=[CH:35][CH:34]=[CH:33][CH:32]=1.B(F)(F)F.CCOCC.CCN(CC)CC. Product: [C:8]([O:7][C@H:6]1[C@H:11]([O:12][C:13](=[O:15])[CH3:14])[C@H:16]([O:17][C:18](=[O:20])[CH3:19])[C@H:21]([CH3:23])[O:22][C@H:5]1[O:4][CH2:1][CH2:2][NH:27][C:28](=[O:37])[O:29][CH2:30][C:31]1[CH:32]=[CH:33][CH:34]=[CH:35][CH:36]=1)(=[O:10])[CH3:9]. The catalyst class is: 751. (3) Reactant: Br[C:2]1[N:3]=[C:4]2[C:10]([C:11]([NH:13][C:14]([CH3:17])([CH3:16])[CH3:15])=[O:12])=[CH:9][N:8]([CH2:18][O:19][CH2:20][CH2:21][Si:22]([CH3:25])([CH3:24])[CH3:23])[C:5]2=[N:6][CH:7]=1.[F:26][C:27]1[CH:35]=[C:34]2[C:30]([CH:31]=[N:32][NH:33]2)=[CH:29][CH:28]=1.CC(C)([O-])C.[Na+]. Product: [C:14]([NH:13][C:11]([C:10]1[C:4]2[C:5](=[N:6][CH:7]=[C:2]([N:33]3[C:34]4[C:30](=[CH:29][CH:28]=[C:27]([F:26])[CH:35]=4)[CH:31]=[N:32]3)[N:3]=2)[N:8]([CH2:18][O:19][CH2:20][CH2:21][Si:22]([CH3:25])([CH3:24])[CH3:23])[CH:9]=1)=[O:12])([CH3:17])([CH3:16])[CH3:15]. The catalyst class is: 12.